This data is from Full USPTO retrosynthesis dataset with 1.9M reactions from patents (1976-2016). The task is: Predict the reactants needed to synthesize the given product. (1) The reactants are: COC([O:7][CH3:8])N(C)C.C[C:10]1[CH:17]=[CH:16][CH:15]=[C:14]([N+:18]([O-:20])=[O:19])[C:11]=1[C:12]#[N:13].P([O-])([O-])([O-])=O. Given the product [CH:8]([C:10]1[CH:17]=[CH:16][CH:15]=[C:14]([N+:18]([O-:20])=[O:19])[C:11]=1[C:12]#[N:13])=[O:7], predict the reactants needed to synthesize it. (2) Given the product [CH3:1][C:2]1[CH:3]=[CH:4][C:5]([O:8][C@H:9]2[C@@H:14]3[CH2:15][C@@H:11]([CH2:12][NH:13]3)[CH2:10]2)=[N:6][CH:7]=1, predict the reactants needed to synthesize it. The reactants are: [CH3:1][C:2]1[CH:3]=[CH:4][C:5]([O:8][C@H:9]2[C@@H:14]3[CH2:15][C@@H:11]([CH2:12][N:13]3C(OC(C)(C)C)=O)[CH2:10]2)=[N:6][CH:7]=1.Cl. (3) Given the product [CH2:1]([N:8]1[CH2:21][CH2:20][C:19]2[C:18]3[C:13](=[CH:14][CH:15]=[C:16]4[O:25][CH2:24][CH:23]=[CH:22][C:17]4=3)[N:12]([CH2:38][CH2:37][CH2:36][CH2:35][O:28][C:29]3[CH:34]=[CH:33][CH:32]=[CH:31][CH:30]=3)[C:11]=2[CH2:10][CH2:9]1)[C:2]1[CH:3]=[CH:4][CH:5]=[CH:6][CH:7]=1, predict the reactants needed to synthesize it. The reactants are: [CH2:1]([N:8]1[CH2:21][CH2:20][C:19]2[C:18]3[C:13](=[CH:14][CH:15]=[C:16]4[O:25][CH2:24][CH:23]=[CH:22][C:17]4=3)[NH:12][C:11]=2[CH2:10][CH2:9]1)[C:2]1[CH:7]=[CH:6][CH:5]=[CH:4][CH:3]=1.[H-].[Na+].[O:28]([CH2:35][CH2:36][CH2:37][CH2:38]Br)[C:29]1[CH:34]=[CH:33][CH:32]=[CH:31][CH:30]=1.O. (4) Given the product [CH3:1][C:2]1[C:6]([CH3:7])=[C:5]([NH:8][C:9]([N:33]2[CH2:34][CH2:35][N:30]([C:27]3[S:28][CH:29]=[C:25]([C:21]4[CH:22]=[CH:23][CH:24]=[C:19]([C:18]([F:37])([F:17])[F:36])[CH:20]=4)[N:26]=3)[CH2:31][CH2:32]2)=[O:16])[O:4][N:3]=1, predict the reactants needed to synthesize it. The reactants are: [CH3:1][C:2]1[C:6]([CH3:7])=[C:5]([NH:8][C:9](=[O:16])OCC(Cl)(Cl)Cl)[O:4][N:3]=1.[F:17][C:18]([F:37])([F:36])[C:19]1[CH:20]=[C:21]([C:25]2[N:26]=[C:27]([N:30]3[CH2:35][CH2:34][NH:33][CH2:32][CH2:31]3)[S:28][CH:29]=2)[CH:22]=[CH:23][CH:24]=1.C(N(C(C)C)CC)(C)C.O.